Dataset: Forward reaction prediction with 1.9M reactions from USPTO patents (1976-2016). Task: Predict the product of the given reaction. (1) Given the reactants [CH2:1]1[C:3]2([CH2:7][CH2:6][C@H:5]([CH2:8][O:9][Si](C(C)(C)C)(C3C=CC=CC=3)C3C=CC=CC=3)[O:4]2)[CH2:2]1.CCCC[N+](CCCC)(CCCC)CCCC.[F-], predict the reaction product. The product is: [CH2:2]1[C:3]2([CH2:7][CH2:6][C@H:5]([CH2:8][OH:9])[O:4]2)[CH2:1]1. (2) Given the reactants [N:1]1[CH:6]=[CH:5][CH:4]=[CH:3][C:2]=1[N:7]1[C:15]2[CH:14]=[CH:13][N:12]=[CH:11][C:10]=2[N:9]=[N:8]1, predict the reaction product. The product is: [N:1]1[CH:6]=[CH:5][CH:4]=[CH:3][C:2]=1[N:7]1[C:15]2[CH2:14][CH2:13][NH:12][CH2:11][C:10]=2[N:9]=[N:8]1. (3) Given the reactants [NH2:1][CH:2]1[CH2:7][CH2:6][CH:5]([NH:8][C:9]2[N:17]=[C:16]3[C:12]([N:13]=[CH:14][N:15]3[CH:18]3[CH2:22][CH2:21][CH2:20][CH2:19]3)=[C:11]([NH:23][CH2:24][C:25]3[CH:30]=[CH:29][C:28](Br)=[CH:27][CH:26]=3)[N:10]=2)[CH2:4][CH2:3]1.[CH3:32][O:33][C:34]1[CH:39]=[CH:38][CH:37]=[CH:36][C:35]=1B(O)O.O.O.O.P([O-])([O-])([O-])=O.[K+].[K+].[K+].CN(C)C=O, predict the reaction product. The product is: [NH2:1][CH:2]1[CH2:7][CH2:6][CH:5]([NH:8][C:9]2[N:17]=[C:16]3[C:12]([N:13]=[CH:14][N:15]3[CH:18]3[CH2:22][CH2:21][CH2:20][CH2:19]3)=[C:11]([NH:23][CH2:24][C:25]3[CH:30]=[CH:29][C:28]([C:35]4[CH:36]=[CH:37][CH:38]=[CH:39][C:34]=4[O:33][CH3:32])=[CH:27][CH:26]=3)[N:10]=2)[CH2:4][CH2:3]1. (4) Given the reactants F[C:2]1[CH:9]=[CH:8][CH:7]=[CH:6][C:3]=1[C:4]#[N:5].[O:10]1[CH:14]=[CH:13][CH:12]=[C:11]1[CH:15]1[NH:19][NH:18][C:17]([C:21]([F:24])([F:23])[F:22])(O)[CH2:16]1.C([O-])([O-])=O.[Cs+].[Cs+], predict the reaction product. The product is: [C:4]([C:3]1[CH:6]=[CH:7][CH:8]=[CH:9][C:2]=1[N:19]1[C:15]([C:11]2[O:10][CH:14]=[CH:13][CH:12]=2)=[CH:16][C:17]([C:21]([F:24])([F:22])[F:23])=[N:18]1)#[N:5].